The task is: Predict the reaction yield, written as a fraction of the theoretical maximum amount of product (1.0 means a 100% yield; for example, 0.34 means a 34% yield).. This data is from Reaction yield outcomes from USPTO patents with 853,638 reactions. (1) The reactants are [CH3:1][O:2][C:3]1[CH:4]=[C:5]([CH2:11][CH2:12][C:13]([NH2:15])=[O:14])[CH:6]=[CH:7][C:8]=1[O:9][CH3:10].[CH2:16]([SnH:20]([CH2:25][CH2:26][CH2:27][CH3:28])[CH2:21][CH2:22][CH2:23][CH3:24])[CH2:17][CH2:18][CH3:19]. The catalyst is O1CCCC1. The product is [CH2:25]([Sn:20]([CH2:16][CH2:17][CH2:18][CH3:19])([CH2:21][CH2:22][CH2:23][CH3:24])/[C:12](=[CH:11]/[C:5]1[CH:6]=[CH:7][C:8]([O:9][CH3:10])=[C:3]([O:2][CH3:1])[CH:4]=1)/[C:13]([NH2:15])=[O:14])[CH2:26][CH2:27][CH3:28]. The yield is 0.300. (2) The reactants are [H-].[Na+].CO[C:5](=[O:15])[CH2:6][CH2:7][C:8]1[CH:9]=[N:10][C:11]([CH3:14])=[N:12][CH:13]=1.[CH:16](OC)=O.[NH2:20][C:21]([NH2:23])=[S:22]. The catalyst is COCCOC.C(OCC)C. The product is [CH3:14][C:11]1[N:12]=[CH:13][C:8]([CH2:7][C:6]2[C:5](=[O:15])[NH:20][C:21](=[S:22])[NH:23][CH:16]=2)=[CH:9][N:10]=1. The yield is 0.359. (3) The reactants are [Br:1][C:2]1[CH:3]=[C:4]([NH2:11])[C:5]([N:8]([CH3:10])[CH3:9])=[N:6][CH:7]=1.C(N(C(C)C)CC)(C)C.[CH3:21][S:22](Cl)(=[O:24])=[O:23].[OH-].[K+]. The catalyst is O.C1COCC1. The product is [Br:1][C:2]1[CH:3]=[C:4]([NH:11][S:22]([CH3:21])(=[O:24])=[O:23])[C:5]([N:8]([CH3:9])[CH3:10])=[N:6][CH:7]=1. The yield is 0.390. (4) The reactants are [NH2:1][C:2]1[CH:7]=[CH:6][C:5]([C:8]2[CH:13]=[CH:12][C:11]([C:14]([F:17])([F:16])[F:15])=[CH:10][CH:9]=2)=[CH:4][C:3]=1[C:18]#[N:19].[CH3:20][Mg]Br.[CH3:23][O:24]C(Cl)=O. The catalyst is C1COCC1. The product is [CH3:20][CH:18]1[C:3]2[C:2](=[CH:7][CH:6]=[C:5]([C:8]3[CH:9]=[CH:10][C:11]([C:14]([F:15])([F:16])[F:17])=[CH:12][CH:13]=3)[CH:4]=2)[NH:1][C:23](=[O:24])[NH:19]1. The yield is 0.0400.